From a dataset of Full USPTO retrosynthesis dataset with 1.9M reactions from patents (1976-2016). Predict the reactants needed to synthesize the given product. Given the product [CH:9]([N:8]([CH2:11][CH2:12][C:13]1[CH:18]=[CH:17][CH:16]=[CH:15][N:14]=1)[C:5]1[CH:6]=[CH:7][C:2]([NH:1][C:33]([C:23]2[C:24]([N:26]3[CH2:31][CH2:30][CH:29]([CH3:32])[CH2:28][CH2:27]3)=[N:25][C:20]([CH3:19])=[N:21][CH:22]=2)=[O:34])=[CH:3][CH:4]=1)=[O:10], predict the reactants needed to synthesize it. The reactants are: [NH2:1][C:2]1[CH:7]=[CH:6][C:5]([N:8]([CH2:11][CH2:12][C:13]2[CH:18]=[CH:17][CH:16]=[CH:15][N:14]=2)[CH:9]=[O:10])=[CH:4][CH:3]=1.[CH3:19][C:20]1[N:25]=[C:24]([N:26]2[CH2:31][CH2:30][CH:29]([CH3:32])[CH2:28][CH2:27]2)[C:23]([C:33](O)=[O:34])=[CH:22][N:21]=1.F[P-](F)(F)(F)(F)F.N1(O[P+](N2CCCC2)(N2CCCC2)N2CCCC2)C2C=CC=CC=2N=N1.C(N(C(C)C)CC)(C)C.Cl.